Dataset: Catalyst prediction with 721,799 reactions and 888 catalyst types from USPTO. Task: Predict which catalyst facilitates the given reaction. (1) Reactant: F[P-](F)(F)(F)(F)F.N1(O[P+](N(C)C)(N(C)C)N(C)C)C2C=CC=CC=2N=N1.C(N(CC)CC)C.[OH:35][C:36]1([C@@H:42]([C:46]2[CH:51]=[CH:50][CH:49]=[C:48]([O:52][C:53]([F:56])([F:55])[F:54])[CH:47]=2)[C:43]([OH:45])=O)[CH2:41][CH2:40][CH2:39][CH2:38][CH2:37]1.[CH3:57][C@H:58]1[CH2:63][NH:62][CH2:61][C@@H:60]([CH3:64])[NH:59]1. The catalyst class is: 2. Product: [CH3:57][CH:58]1[NH:59][CH:60]([CH3:64])[CH2:61][N:62]([C:43](=[O:45])[C@@H:42]([C:36]2([OH:35])[CH2:37][CH2:38][CH2:39][CH2:40][CH2:41]2)[C:46]2[CH:51]=[CH:50][CH:49]=[C:48]([O:52][C:53]([F:56])([F:54])[F:55])[CH:47]=2)[CH2:63]1. (2) Reactant: C([O:3][C:4]([C:6]1([NH:15][C:16]([C:18]2[CH:19]=[CH:20][CH:21]=[C:22]3[C:26]=2[NH:25][CH:24]=[CH:23]3)=[O:17])[CH2:14][C:13]2[C:8](=[CH:9][CH:10]=[CH:11][CH:12]=2)[CH2:7]1)=[O:5])C.[OH-].[K+].O. Product: [NH:25]1[C:26]2[C:22](=[CH:21][CH:20]=[CH:19][C:18]=2[C:16]([NH:15][C:6]2([C:4]([OH:5])=[O:3])[CH2:7][C:8]3[C:13](=[CH:12][CH:11]=[CH:10][CH:9]=3)[CH2:14]2)=[O:17])[CH:23]=[CH:24]1. The catalyst class is: 14.